This data is from Catalyst prediction with 721,799 reactions and 888 catalyst types from USPTO. The task is: Predict which catalyst facilitates the given reaction. (1) Reactant: [O:1]1[CH2:5][CH2:4][O:3][CH:2]1[CH2:6][CH2:7][CH2:8][C@H:9]([C@@H:11]1[C@:19]2([CH3:20])[C@H:14]([C@@H:15]([OH:21])[CH2:16][CH2:17][CH2:18]2)[CH2:13][CH2:12]1)[CH3:10].C1C=C[NH+]=CC=1.[O-][Cr](Cl)(=O)=O. Product: [O:1]1[CH2:5][CH2:4][O:3][CH:2]1[CH2:6][CH2:7][CH2:8][C@H:9]([C@@H:11]1[C@:19]2([CH3:20])[C@H:14]([C:15](=[O:21])[CH2:16][CH2:17][CH2:18]2)[CH2:13][CH2:12]1)[CH3:10]. The catalyst class is: 2. (2) Reactant: C([O:3][C:4](=[O:32])[CH2:5][N:6]1[C:14]2[C:9](=[CH:10][CH:11]=[C:12]([O:15][CH2:16][CH2:17][CH2:18][C:19]#[C:20][C:21]3[CH:26]=[CH:25][C:24]([O:27][C:28]([F:31])([F:30])[F:29])=[CH:23][CH:22]=3)[CH:13]=2)[CH:8]=[CH:7]1)C.[Li+].[OH-]. Product: [F:30][C:28]([F:29])([F:31])[O:27][C:24]1[CH:23]=[CH:22][C:21]([C:20]#[C:19][CH2:18][CH2:17][CH2:16][O:15][C:12]2[CH:13]=[C:14]3[C:9]([CH:8]=[CH:7][N:6]3[CH2:5][C:4]([OH:32])=[O:3])=[CH:10][CH:11]=2)=[CH:26][CH:25]=1. The catalyst class is: 36.